From a dataset of Reaction yield outcomes from USPTO patents with 853,638 reactions. Predict the reaction yield, written as a fraction of the theoretical maximum amount of product (1.0 means a 100% yield; for example, 0.34 means a 34% yield). (1) The catalyst is C1(C)C=CC=CC=1.C([O-])(=O)C.[Pd+2].C([O-])(=O)C. The product is [CH3:1][NH:2][C:3]([C:5]1[C:13]2[C:8](=[N:9][C:10]([N:15]([S:17]([CH3:20])(=[O:19])=[O:18])[CH3:16])=[C:11]([CH:36]3[CH2:35][CH2:30]3)[CH:12]=2)[O:7][C:6]=1[C:21]1[CH:26]=[CH:25][C:24]([F:27])=[CH:23][CH:22]=1)=[O:4]. The yield is 0.517. The reactants are [CH3:1][NH:2][C:3]([C:5]1[C:13]2[C:8](=[N:9][C:10]([N:15]([S:17]([CH3:20])(=[O:19])=[O:18])[CH3:16])=[C:11](I)[CH:12]=2)[O:7][C:6]=1[C:21]1[CH:26]=[CH:25][C:24]([F:27])=[CH:23][CH:22]=1)=[O:4].CO[C:30]1C=CC=C(OC)[C:35]=1[C:36]1C=CC=CC=1P(C1CCCCC1)C1CCCCC1.C(=O)([O-])[O-].[Na+].[Na+]. (2) The reactants are [Br:1][C:2]1[S:6][C:5]2=[C:7]([CH2:10][OH:11])[N:8]=[CH:9][N:4]2[CH:3]=1.[Cr](Cl)([O-])(=O)=O.[NH+]1C=CC=CC=1. The catalyst is ClCCl.C(OCC)C.S([O-])([O-])(=O)=O.[Mg+2]. The product is [Br:1][C:2]1[S:6][C:5]2=[C:7]([CH:10]=[O:11])[N:8]=[CH:9][N:4]2[CH:3]=1. The yield is 0.180. (3) The reactants are [O:1]1[C:5]2[CH:6]=[CH:7][CH:8]=[CH:9][C:4]=2[CH:3]=[C:2]1[CH2:10][CH:11]1[CH2:16][CH2:15][CH2:14][CH2:13][N:12]1[C:17]([C:19]1[N:20]=[C:21]([CH3:31])[S:22][C:23]=1[C:24]1[CH:29]=[CH:28][C:27]([F:30])=[CH:26][CH:25]=1)=[O:18].[Br:32]Br. The catalyst is C(OCC)C.ClCCl. The product is [Br:32][C:3]1[C:4]2[CH:9]=[CH:8][CH:7]=[CH:6][C:5]=2[O:1][C:2]=1[CH2:10][CH:11]1[CH2:16][CH2:15][CH2:14][CH2:13][N:12]1[C:17]([C:19]1[N:20]=[C:21]([CH3:31])[S:22][C:23]=1[C:24]1[CH:29]=[CH:28][C:27]([F:30])=[CH:26][CH:25]=1)=[O:18]. The yield is 0.250. (4) The reactants are [CH3:1][C:2]1[CH2:7][CH2:6][CH2:5][C:4]([CH3:9])([CH3:8])[C:3]=1[CH:10]=[O:11].[CH3:12][Mg]I.[Cl-].[NH4+]. The catalyst is O1CCCC1.O. The product is [CH3:1][C:2]1[CH2:7][CH2:6][CH2:5][C:4]([CH3:8])([CH3:9])[C:3]=1[CH:10]([OH:11])[CH3:12]. The yield is 0.820. (5) The reactants are [CH2:1]([O:3][C:4]([C:6]1[C:15]2[C:10](=[CH:11][C:12]([O:17][CH3:18])=[C:13]([OH:16])[CH:14]=2)[C:9]([C:19](=[O:30])[C:20]2[CH:25]=[CH:24][CH:23]=[C:22]([O:26][CH:27]([CH3:29])[CH3:28])[CH:21]=2)=[N:8][CH:7]=1)=[O:5])[CH3:2].C(=O)([O-])[O-].[K+].[K+].Br[CH2:38][CH2:39][CH2:40][OH:41]. The catalyst is CN(C)C=O. The product is [CH2:1]([O:3][C:4]([C:6]1[C:15]2[C:10](=[CH:11][C:12]([O:17][CH3:18])=[C:13]([O:16][CH2:38][CH2:39][CH2:40][OH:41])[CH:14]=2)[C:9]([C:19](=[O:30])[C:20]2[CH:25]=[CH:24][CH:23]=[C:22]([O:26][CH:27]([CH3:29])[CH3:28])[CH:21]=2)=[N:8][CH:7]=1)=[O:5])[CH3:2]. The yield is 0.990. (6) The reactants are [Cl:1][C:2]([Cl:28])([Cl:27])[CH2:3][O:4][C:5]([N:7]1[C:19]2[CH2:18][N:17](C(OC(C)(C)C)=O)[CH2:16][CH2:15][C:14]=2[C:13]2[C:8]1=[CH:9][CH:10]=[CH:11][CH:12]=2)=[O:6].FC(F)(F)C(O)=O. The catalyst is ClCCl. The product is [Cl:28][C:2]([Cl:1])([Cl:27])[CH2:3][O:4][C:5]([N:7]1[C:19]2[CH2:18][NH:17][CH2:16][CH2:15][C:14]=2[C:13]2[C:8]1=[CH:9][CH:10]=[CH:11][CH:12]=2)=[O:6]. The yield is 0.810. (7) The reactants are [F:1][C:2]1([F:11])[CH2:5][CH:4]([C:6](=O)[CH2:7][C:8]#[N:9])[CH2:3]1.O.[NH2:13][NH2:14]. The catalyst is CCO. The product is [F:1][C:2]1([F:11])[CH2:5][CH:4]([C:6]2[NH:14][N:13]=[C:8]([NH2:9])[CH:7]=2)[CH2:3]1. The yield is 0.390. (8) The reactants are Cl[C:2]1[C:11]2[C:6](=[CH:7][CH:8]=[CH:9][CH:10]=2)[N:5]=[C:4]([CH2:12][Cl:13])[N:3]=1.Cl.N[C@H:16]([C:21](N)=[O:22])[C@H](CC)C.C(=O)([O-])[O-].[K+].[K+].C(#N)C. The catalyst is C(O)C. The product is [Cl:13][CH2:12][C:4]1[N:3]=[C:2]([O:22][CH2:21][CH3:16])[C:11]2[C:6](=[CH:7][CH:8]=[CH:9][CH:10]=2)[N:5]=1. The yield is 0.0700.